This data is from Peptide-MHC class II binding affinity with 134,281 pairs from IEDB. The task is: Regression. Given a peptide amino acid sequence and an MHC pseudo amino acid sequence, predict their binding affinity value. This is MHC class II binding data. (1) The peptide sequence is VKLRRSSAAQVDGFY. The MHC is DRB1_0101 with pseudo-sequence DRB1_0101. The binding affinity (normalized) is 0.629. (2) The peptide sequence is GDSRLTYQWHKEGSS. The MHC is DRB1_0301 with pseudo-sequence DRB1_0301. The binding affinity (normalized) is 0.105. (3) The peptide sequence is SQDLELWWNLNGLQAY. The MHC is DRB1_1302 with pseudo-sequence DRB1_1302. The binding affinity (normalized) is 0.546. (4) The peptide sequence is APSGRIVMELYADVV. The MHC is DRB1_0701 with pseudo-sequence DRB1_0701. The binding affinity (normalized) is 0.439. (5) The peptide sequence is AFLLLGLAGNSSPSA. The MHC is HLA-DPA10201-DPB10501 with pseudo-sequence HLA-DPA10201-DPB10501. The binding affinity (normalized) is 0.167.